Task: Predict the reactants needed to synthesize the given product.. Dataset: Retrosynthesis with 50K atom-mapped reactions and 10 reaction types from USPTO Given the product COC(=O)[C@@H](NC(c1ccccc1)(c1ccccc1)c1ccccc1)[C@@H](C)O, predict the reactants needed to synthesize it. The reactants are: COC(=O)[C@@H](N)[C@@H](C)O.ClC(c1ccccc1)(c1ccccc1)c1ccccc1.